This data is from Catalyst prediction with 721,799 reactions and 888 catalyst types from USPTO. The task is: Predict which catalyst facilitates the given reaction. Reactant: [F:1][C:2]([F:29])([F:28])[C:3]1[CH:4]=[C:5]([C:13]([CH3:27])([CH3:26])[C:14]([N:16]([C:18]2[CH:19]=[N:20][C:21]([Cl:25])=[CH:22][C:23]=2I)[CH3:17])=[O:15])[CH:6]=[C:7]([C:9]([F:12])([F:11])[F:10])[CH:8]=1.[F:30][CH:31]1[CH2:36][CH2:35][CH:34](B(O)O)[CH:33]([CH3:40])[NH:32]1.C(=O)([O-])[O-].[Na+].[Na+]. Product: [F:1][C:2]([F:29])([F:28])[C:3]1[CH:4]=[C:5]([C:13]([CH3:27])([CH3:26])[C:14]([N:16]([C:18]2[CH:19]=[N:20][C:21]([Cl:25])=[CH:22][C:23]=2[C:34]2[C:33]([CH3:40])=[N:32][C:31]([F:30])=[CH:36][CH:35]=2)[CH3:17])=[O:15])[CH:6]=[C:7]([C:9]([F:12])([F:11])[F:10])[CH:8]=1. The catalyst class is: 77.